The task is: Predict the product of the given reaction.. This data is from Forward reaction prediction with 1.9M reactions from USPTO patents (1976-2016). (1) Given the reactants [CH2:1]([O:8][C:9]1[CH:10]=[C:11]([CH:15]=[CH:16][CH:17]=1)[C:12]([OH:14])=O)[C:2]1[CH:7]=[CH:6][CH:5]=[CH:4][CH:3]=1.Cl.[CH3:19][NH:20][O:21][CH3:22].C(N(CC)CC)C.O, predict the reaction product. The product is: [CH2:1]([O:8][C:9]1[CH:10]=[C:11]([CH:15]=[CH:16][CH:17]=1)[C:12]([N:20]([O:21][CH3:22])[CH3:19])=[O:14])[C:2]1[CH:3]=[CH:4][CH:5]=[CH:6][CH:7]=1. (2) Given the reactants [Br:1][C:2]1[CH:14]=[C:13]2[C:5]([C:6]3[CH:7]=[CH:8]C(N)=[CH:10][C:11]=3[CH2:12]2)=[CH:4][CH:3]=1.IC[CH2:18][CH2:19][CH3:20].[C:21](=O)([O-])[O-].[K+].[K+].[CH3:27][N:28]([CH3:31])[CH:29]=O.C(O[CH2:35][CH3:36])C, predict the reaction product. The product is: [Br:1][C:2]1[CH:14]=[C:13]2[C:5]([C:6]3[CH:7]=[CH:8][C:27]([N:28]([CH2:31][CH2:21][CH2:35][CH3:36])[CH2:29][CH2:18][CH2:19][CH3:20])=[CH:10][C:11]=3[CH2:12]2)=[CH:4][CH:3]=1. (3) Given the reactants [CH:1]1([NH2:10])[C:9]2[C:4](=[CH:5][CH:6]=[CH:7][CH:8]=2)[CH2:3][CH2:2]1.[Br:11]C1C=C2C(CCC2=O)=CC=1.[BH3-]C#N.[Na+], predict the reaction product. The product is: [Br:11][C:7]1[CH:8]=[C:9]2[C:4]([CH2:3][CH2:2][CH:1]2[NH2:10])=[CH:5][CH:6]=1. (4) Given the reactants [Cl:1][C:2]1[CH:27]=[CH:26][C:25]([Cl:28])=[CH:24][C:3]=1[CH2:4][N:5]1[C:9]([C:10]([O:12]C)=[O:11])=[C:8]([C:14]([OH:17])([CH3:16])[CH3:15])[N:7]=[C:6]1[C:18]1[CH:19]=[N:20][CH:21]=[CH:22][CH:23]=1.[OH-].[Na+].Cl, predict the reaction product. The product is: [Cl:1][C:2]1[CH:27]=[CH:26][C:25]([Cl:28])=[CH:24][C:3]=1[CH2:4][N:5]1[C:9]([C:10]([OH:12])=[O:11])=[C:8]([C:14]([OH:17])([CH3:16])[CH3:15])[N:7]=[C:6]1[C:18]1[CH:19]=[N:20][CH:21]=[CH:22][CH:23]=1. (5) Given the reactants [CH2:1]([O:8][C:9]([C:11]1[CH:20]=[C:19]([O:21][CH2:22][C:23]2[CH:28]=[CH:27][CH:26]=[CH:25][CH:24]=2)[C:18]2[C:13](=[C:14](Br)[CH:15]=[CH:16][CH:17]=2)[N:12]=1)=[O:10])[C:2]1[CH:7]=[CH:6][CH:5]=[CH:4][CH:3]=1.[C:30]1(C#C)[CH:35]=[CH:34][CH:33]=[CH:32][CH:31]=1.C#CCCCC, predict the reaction product. The product is: [CH2:1]([O:8][C:9]([C:11]1[CH:20]=[C:19]([O:21][CH2:22][C:23]2[CH:28]=[CH:27][CH:26]=[CH:25][CH:24]=2)[C:18]2[C:13](=[C:14]([C:35]#[C:30][CH2:31][CH2:32][CH2:33][CH3:34])[CH:15]=[CH:16][CH:17]=2)[N:12]=1)=[O:10])[C:2]1[CH:7]=[CH:6][CH:5]=[CH:4][CH:3]=1. (6) Given the reactants [CH2:1]([C:4]1[CH:9]=[CH:8][CH:7]=[C:6]([Br:10])[CH:5]=1)[CH:2]=[CH2:3].C12CCCC(CCC1)B12[H]B2(C3CCCC2CCC3)[H]1.[OH-:31].[Na+].OO, predict the reaction product. The product is: [Br:10][C:6]1[CH:5]=[C:4]([CH2:1][CH2:2][CH2:3][OH:31])[CH:9]=[CH:8][CH:7]=1. (7) Given the reactants [N:1]1([C:8]2[CH:9]=[CH:10][C:11]3[N:18]4[CH2:19][C@H:14]([CH2:15][CH2:16][CH2:17]4)[N:13]([C:20]([NH:22][C:23]4[CH:28]=[CH:27][N:26]=[CH:25][N:24]=4)=[O:21])[C:12]=3[N:29]=2)[CH2:7][CH2:6][CH2:5][NH:4][CH2:3][CH2:2]1.C(N(CC)CC)C.[CH3:37][S:38](Cl)(=[O:40])=[O:39], predict the reaction product. The product is: [CH3:37][S:38]([N:4]1[CH2:5][CH2:6][CH2:7][N:1]([C:8]2[CH:9]=[CH:10][C:11]3[N:18]4[CH2:19][C@H:14]([CH2:15][CH2:16][CH2:17]4)[N:13]([C:20]([NH:22][C:23]4[CH:28]=[CH:27][N:26]=[CH:25][N:24]=4)=[O:21])[C:12]=3[N:29]=2)[CH2:2][CH2:3]1)(=[O:40])=[O:39]. (8) Given the reactants [Cl:1][C:2]1[CH:10]=[CH:9][C:8]2[N:7]([CH2:11][C:12]([C:15]3[CH:16]=[N:17][C:18]([CH3:21])=[CH:19][CH:20]=3)(O)[CH3:13])[C:6]3[CH2:22][CH2:23][N:24]([CH3:26])[CH2:25][C:5]=3[C:4]=2[CH:3]=1.S(=O)(=O)(O)O.[OH-].[K+], predict the reaction product. The product is: [Cl:1][C:2]1[CH:10]=[CH:9][C:8]2[N:7](/[CH:11]=[C:12](/[C:15]3[CH:16]=[N:17][C:18]([CH3:21])=[CH:19][CH:20]=3)\[CH3:13])[C:6]3[CH2:22][CH2:23][N:24]([CH3:26])[CH2:25][C:5]=3[C:4]=2[CH:3]=1.